This data is from Reaction yield outcomes from USPTO patents with 853,638 reactions. The task is: Predict the reaction yield, written as a fraction of the theoretical maximum amount of product (1.0 means a 100% yield; for example, 0.34 means a 34% yield). (1) The reactants are [C:1]([C:3]([C:6]1[CH:7]=[C:8]([C:12]([NH:14][C:15]2[CH:16]=[C:17]([CH:38]=[CH:39][CH:40]=2)[O:18][C:19]2[CH:33]=[CH:32][C:22]3[N:23]=[C:24]([NH:26][C:27]([CH:29]4[CH2:31][CH2:30]4)=[O:28])[S:25][C:21]=3[C:20]=2[C:34](OC)=[O:35])=[O:13])[CH:9]=[CH:10][CH:11]=1)([CH3:5])[CH3:4])#[N:2].C(N(CC)CC)C.ClC(OCC(C)C)=O.[BH4-].[Na+]. The catalyst is O1CCCC1.CO. The product is [C:1]([C:3]([C:6]1[CH:7]=[C:8]([CH:9]=[CH:10][CH:11]=1)[C:12]([NH:14][C:15]1[CH:40]=[CH:39][CH:38]=[C:17]([O:18][C:19]2[CH:33]=[CH:32][C:22]3[N:23]=[C:24]([NH:26][C:27]([CH:29]4[CH2:31][CH2:30]4)=[O:28])[S:25][C:21]=3[C:20]=2[CH2:34][OH:35])[CH:16]=1)=[O:13])([CH3:5])[CH3:4])#[N:2]. The yield is 0.550. (2) The reactants are [CH3:1][O:2][C:3]1[CH:4]=[C:5]2[C:10](=[CH:11][C:12]=1[O:13][CH3:14])[N:9]=[CH:8][N:7]=[C:6]2[O:15][C:16]1[CH:17]=[C:18]([CH:20]=[CH:21][CH:22]=1)[NH2:19].[CH3:23][O:24][CH2:25][C:26]([C:29]1[O:33][N:32]=[C:31]([NH:34][C:35](=O)[O:36]C2C=CC=CC=2)[CH:30]=1)([CH3:28])[CH3:27].COC1C=C2C(=CC=1OC)N=CN=C2OC1C=C(NC(NC2ON=C(C(C)C)C=2)=O)C=CC=1. No catalyst specified. The product is [CH3:1][O:2][C:3]1[CH:4]=[C:5]2[C:10](=[CH:11][C:12]=1[O:13][CH3:14])[N:9]=[CH:8][N:7]=[C:6]2[O:15][C:16]1[CH:17]=[C:18]([NH:19][C:35]([NH:34][C:31]2[CH:30]=[C:29]([C:26]([CH3:28])([CH3:27])[CH2:25][O:24][CH3:23])[O:33][N:32]=2)=[O:36])[CH:20]=[CH:21][CH:22]=1. The yield is 0.440. (3) The reactants are [Cl:1][C:2]1[N:7]=[CH:6][N:5]=[C:4]([NH2:8])[CH:3]=1.C[Al](C)C.[F:13][C:14]1[CH:19]=[CH:18][C:17]([N:20]2[C:24]([CH3:25])=[C:23]([C:26](OC)=[O:27])[N:22]=[N:21]2)=[CH:16][CH:15]=1. The catalyst is O1CCOCC1. The product is [Cl:1][C:2]1[N:7]=[CH:6][N:5]=[C:4]([NH:8][C:26]([C:23]2[N:22]=[N:21][N:20]([C:17]3[CH:18]=[CH:19][C:14]([F:13])=[CH:15][CH:16]=3)[C:24]=2[CH3:25])=[O:27])[CH:3]=1. The yield is 0.490. (4) The reactants are Br[C:2]1[CH:7]=[CH:6][C:5]([S:8]([NH:11][CH:12]2[CH2:15][CH:14]([OH:16])[CH2:13]2)(=[O:10])=[O:9])=[CH:4][CH:3]=1.[B:17]1([B:17]2[O:21][C:20]([CH3:23])([CH3:22])[C:19]([CH3:25])([CH3:24])[O:18]2)[O:21][C:20]([CH3:23])([CH3:22])[C:19]([CH3:25])([CH3:24])[O:18]1.C([O-])(=O)C.[K+]. The catalyst is O1CCOCC1.C1C=CC(P(C2C=CC=CC=2)[C-]2C=CC=C2)=CC=1.C1C=CC(P(C2C=CC=CC=2)[C-]2C=CC=C2)=CC=1.Cl[Pd]Cl.[Fe+2]. The product is [OH:16][CH:14]1[CH2:15][CH:12]([NH:11][S:8]([C:5]2[CH:6]=[CH:7][C:2]([B:17]3[O:21][C:20]([CH3:23])([CH3:22])[C:19]([CH3:25])([CH3:24])[O:18]3)=[CH:3][CH:4]=2)(=[O:10])=[O:9])[CH2:13]1. The yield is 0.670. (5) The product is [CH2:11]([NH:18][C:6](=[O:8])[C:5]1[CH:9]=[CH:10][C:2]([SH:1])=[N:3][CH:4]=1)[C:12]1[CH:17]=[CH:16][CH:15]=[CH:14][CH:13]=1. The reactants are [SH:1][C:2]1[CH:10]=[CH:9][C:5]([C:6]([OH:8])=O)=[CH:4][N:3]=1.[CH2:11]([NH2:18])[C:12]1[CH:17]=[CH:16][CH:15]=[CH:14][CH:13]=1.CCOC1N(C(OCC)=O)C2C(=CC=CC=2)C=C1.O. The yield is 0.440. The catalyst is CN(C=O)C. (6) No catalyst specified. The product is [CH3:19][O:17][C:9]1[CH:16]=[CH:15][C:12]([CH2:13][N:1]2[C:3]([NH2:6])=[CH:4][CH:5]=[N:2]2)=[CH:11][CH:10]=1. The reactants are [NH2:1][NH2:2].[C:3](#[N:6])[CH:4]=[CH2:5].CO[C:9]1[CH:16]=[CH:15][C:12]([CH:13]=O)=[CH:11][CH:10]=1.[OH-:17].[Na+].[CH3:19]CO. The yield is 0.300. (7) The reactants are [Cl:1][C:2]1[CH:3]=[N:4][N:5]([CH3:16])[C:6]=1[C:7]1[CH:8]=[C:9]([C:13]([OH:15])=O)[S:10][C:11]=1[CH3:12].[NH2:17][C@@H:18]([CH2:31][C:32]1[CH:37]=[CH:36][C:35]([F:38])=[CH:34][CH:33]=1)[CH2:19][N:20]1[C:28](=[O:29])[C:27]2[C:22](=[CH:23][CH:24]=[CH:25][CH:26]=2)[C:21]1=[O:30].CC(OC(N[C@H](C(O)=O)CC1C=CC=CC=1C(F)(F)F)=O)(C)C.C1CN([P+](Br)(N2CCCC2)N2CCCC2)CC1.F[P-](F)(F)(F)(F)F.CCN(C(C)C)C(C)C. The catalyst is C(Cl)(Cl)Cl. The product is [Cl:1][C:2]1[CH:3]=[N:4][N:5]([CH3:16])[C:6]=1[C:7]1[CH:8]=[C:9]([C:13]([NH:17][C@@H:18]([CH2:31][C:32]2[CH:33]=[CH:34][C:35]([F:38])=[CH:36][CH:37]=2)[CH2:19][N:20]2[C:28](=[O:29])[C:27]3[C:22](=[CH:23][CH:24]=[CH:25][CH:26]=3)[C:21]2=[O:30])=[O:15])[S:10][C:11]=1[CH3:12]. The yield is 0.710.